Dataset: Catalyst prediction with 721,799 reactions and 888 catalyst types from USPTO. Task: Predict which catalyst facilitates the given reaction. (1) The catalyst class is: 4. Reactant: Cl.[N+:2]([C:5]1[CH:10]=[CH:9][C:8]([CH2:11][CH2:12][NH2:13])=[CH:7][CH:6]=1)([O-:4])=[O:3].C(N(CC)CC)C.[F:21][C:22]([F:33])([F:32])[C:23](O[C:23](=[O:24])[C:22]([F:33])([F:32])[F:21])=[O:24]. Product: [F:21][C:22]([F:33])([F:32])[C:23]([NH:13][CH2:12][CH2:11][C:8]1[CH:7]=[CH:6][C:5]([N+:2]([O-:4])=[O:3])=[CH:10][CH:9]=1)=[O:24]. (2) Reactant: [CH2:1]([O:3][C:4]([N:6]1[CH2:11][CH2:10][N:9]([C:12](=[O:38])[C@@H:13]([NH:23][C:24]([C:26]2[CH:35]=[C:34]([OH:36])[C:33]3[C:28](=[CH:29][C:30]([CH3:37])=[CH:31][CH:32]=3)[N:27]=2)=[O:25])[CH2:14][CH2:15][C:16]([O:18][C:19]([CH3:22])([CH3:21])[CH3:20])=[O:17])[CH2:8][CH2:7]1)=[O:5])[CH3:2].[CH2:39]([O:46][C:47](=[O:51])[C@@H:48](O)[CH3:49])[C:40]1[CH:45]=[CH:44][CH:43]=[CH:42][CH:41]=1.C1(P(C2C=CC=CC=2)C2C=CC=CC=2)C=CC=CC=1.N(C(OCC)=O)=NC(OCC)=O. Product: [CH2:1]([O:3][C:4]([N:6]1[CH2:7][CH2:8][N:9]([C:12](=[O:38])[C@@H:13]([NH:23][C:24]([C:26]2[CH:35]=[C:34]([O:36][C@@H:48]([C:47]([O:46][CH2:39][C:40]3[CH:45]=[CH:44][CH:43]=[CH:42][CH:41]=3)=[O:51])[CH3:49])[C:33]3[C:28](=[CH:29][C:30]([CH3:37])=[CH:31][CH:32]=3)[N:27]=2)=[O:25])[CH2:14][CH2:15][C:16]([O:18][C:19]([CH3:21])([CH3:22])[CH3:20])=[O:17])[CH2:10][CH2:11]1)=[O:5])[CH3:2]. The catalyst class is: 20. (3) Reactant: [NH:1]1[C:9]2[C:4](=[CH:5][CH:6]=[CH:7][CH:8]=2)[C:3]([CH2:10][CH:11]2[CH2:16][CH2:15][N:14]([C:17]([O:19][C:20]([CH3:23])([CH3:22])[CH3:21])=[O:18])[CH2:13][CH2:12]2)=[CH:2]1.[H-].[Na+].Br[CH2:27][C:28]([NH2:30])=[O:29]. Product: [NH2:30][C:28](=[O:29])[CH2:27][N:1]1[C:9]2[C:4](=[CH:5][CH:6]=[CH:7][CH:8]=2)[C:3]([CH2:10][CH:11]2[CH2:12][CH2:13][N:14]([C:17]([O:19][C:20]([CH3:23])([CH3:22])[CH3:21])=[O:18])[CH2:15][CH2:16]2)=[CH:2]1. The catalyst class is: 3. (4) Reactant: O.O[N:3]1[C:7]2C=CC=[CH:11][C:6]=2N=N1.Cl.CN(C)CCCN=C=NCC.[C:24]1([C:30]2([C:42]3[CH:47]=[CH:46][CH:45]=[CH:44][CH:43]=3)[CH2:38][C:37]3[NH:36][N:35]=[C:34]([C:39](O)=[O:40])[C:33]=3[CH:32]=[CH:31]2)[CH:29]=[CH:28][CH:27]=[CH:26][CH:25]=1.N1CCC1. Product: [N:3]1([C:39]([C:34]2[C:33]3[CH:32]=[CH:31][C:30]([C:42]4[CH:43]=[CH:44][CH:45]=[CH:46][CH:47]=4)([C:24]4[CH:29]=[CH:28][CH:27]=[CH:26][CH:25]=4)[CH2:38][C:37]=3[NH:36][N:35]=2)=[O:40])[CH2:11][CH2:6][CH2:7]1. The catalyst class is: 236. (5) Reactant: [CH:1]1[N:9]([C@@H:10]2[O:14][C@H:13]([CH2:15][OH:16])[C@@H:12]([OH:17])[C@H:11]2[OH:18])[C:8]2[C:3](=[C:4]([NH2:19])[N:5]=[CH:6][N:7]=2)[C:2]=1[C:20]#[N:21].[CH3:22][CH:23]([Si:25](Cl)([O:29][Si:30](Cl)([CH:34]([CH3:36])[CH3:35])[CH:31]([CH3:33])[CH3:32])[CH:26]([CH3:28])[CH3:27])[CH3:24]. Product: [NH2:19][C:4]1[C:3]2[C:2]([C:20]#[N:21])=[CH:1][N:9]([C@@H:10]3[O:14][C@H:13]4[C@@H:12]([O:17][Si:25]([CH:23]([CH3:24])[CH3:22])([CH:26]([CH3:28])[CH3:27])[O:29][Si:30]([CH:34]([CH3:36])[CH3:35])([CH:31]([CH3:32])[CH3:33])[O:16][CH2:15]4)[C@H:11]3[OH:18])[C:8]=2[N:7]=[CH:6][N:5]=1. The catalyst class is: 17. (6) Reactant: Cl.[CH3:2][O:3][C:4]1[CH:5]=[C:6]([C:12]2[C@@H:21]3[C@@H:16]([CH2:17][CH2:18][CH2:19][CH2:20]3)[C:15](=[O:22])[N:14]([CH:23]3[CH2:28][CH2:27][NH:26][CH2:25][CH2:24]3)[N:13]=2)[CH:7]=[CH:8][C:9]=1[O:10][CH3:11].[C:29]([O:33][C:34]([NH:36][C@H:37]([C:45](O)=[O:46])[CH2:38][C:39]1[CH:40]=[N:41][CH:42]=[CH:43][CH:44]=1)=[O:35])([CH3:32])([CH3:31])[CH3:30].CN(C(ON1N=NC2C=CC=CC1=2)=[N+](C)C)C.F[P-](F)(F)(F)(F)F.CCN(C(C)C)C(C)C. Product: [CH3:2][O:3][C:4]1[CH:5]=[C:6]([C:12]2[C@@H:21]3[C@@H:16]([CH2:17][CH2:18][CH2:19][CH2:20]3)[C:15](=[O:22])[N:14]([CH:23]3[CH2:24][CH2:25][N:26]([C:45](=[O:46])[C@@H:37]([NH:36][C:34](=[O:35])[O:33][C:29]([CH3:30])([CH3:31])[CH3:32])[CH2:38][C:39]4[CH:40]=[N:41][CH:42]=[CH:43][CH:44]=4)[CH2:27][CH2:28]3)[N:13]=2)[CH:7]=[CH:8][C:9]=1[O:10][CH3:11]. The catalyst class is: 2. (7) The catalyst class is: 8. Reactant: [CH3:1][S:2][C:3]1[CH:8]=[CH:7][C:6]([N:9]2[C:17]3[C:12](=[CH:13][CH:14]=[C:15]([C:18]([O:20]C)=O)[CH:16]=3)[CH:11]=[CH:10]2)=[CH:5][CH:4]=1.O.[NH2:23][NH2:24]. Product: [CH3:1][S:2][C:3]1[CH:8]=[CH:7][C:6]([N:9]2[C:17]3[C:12](=[CH:13][CH:14]=[C:15]([C:18]([NH:23][NH2:24])=[O:20])[CH:16]=3)[CH:11]=[CH:10]2)=[CH:5][CH:4]=1. (8) Reactant: Cl.[Cl:2][C:3]1[CH:4]=[C:5]([C:10]23[CH:15]([CH:16]=[N:17][O:18][CH3:19])[CH:14]2[CH2:13][N:12](C(OC(C)(C)C)=O)[CH2:11]3)[CH:6]=[CH:7][C:8]=1[Cl:9].CCCCCC. Product: [ClH:2].[CH3:19][O:18][N:17]=[CH:16][CH:15]1[C:10]2([C:5]3[CH:6]=[CH:7][C:8]([Cl:9])=[C:3]([Cl:2])[CH:4]=3)[CH:14]1[CH2:13][NH:12][CH2:11]2. The catalyst class is: 2.